Dataset: Reaction yield outcomes from USPTO patents with 853,638 reactions. Task: Predict the reaction yield, written as a fraction of the theoretical maximum amount of product (1.0 means a 100% yield; for example, 0.34 means a 34% yield). (1) The reactants are [O:1]=[C:2]1[CH:6]([C:7]([O:9][CH2:10][CH3:11])=[O:8])[CH2:5][C:4](=[O:12])[NH:3]1.[N:13]([C:25]([O:27][CH2:28][C:29]1[CH:34]=[CH:33][CH:32]=[CH:31][CH:30]=1)=[O:26])=[N:14][C:15]([O:17][CH2:18][C:19]1[CH:24]=[CH:23][CH:22]=[CH:21][CH:20]=1)=[O:16].C(=O)([O-])[O-].[K+].[K+]. The catalyst is C(OCC)(=O)C. The product is [CH2:28]([O:27][C:25]([N:13]([C:6]1([C:7]([O:9][CH2:10][CH3:11])=[O:8])[CH2:5][C:4](=[O:12])[NH:3][C:2]1=[O:1])[NH:14][C:15]([O:17][CH2:18][C:19]1[CH:24]=[CH:23][CH:22]=[CH:21][CH:20]=1)=[O:16])=[O:26])[C:29]1[CH:30]=[CH:31][CH:32]=[CH:33][CH:34]=1. The yield is 0.940. (2) The catalyst is C(O)C. The product is [C:1]1([CH3:15])[CH:6]=[CH:5][CH:4]=[CH:3][C:2]=1[C:7]1[N:8]=[CH:9][C:10]([CH2:11][OH:12])=[CH:13][CH:14]=1. The reactants are [C:1]1([CH3:15])[CH:6]=[CH:5][CH:4]=[CH:3][C:2]=1[C:7]1[CH:14]=[CH:13][C:10]([CH:11]=[O:12])=[CH:9][N:8]=1.[BH4-].[Na+]. The yield is 1.00. (3) The reactants are [CH3:1][N:2]1[C:6]([NH2:7])=[CH:5][C:4]([C:8]2[CH:13]=[CH:12][CH:11]=[CH:10][N:9]=2)=[N:3]1.[Br:14][C:15]1[CH:22]=[CH:21][C:18]([CH:19]=O)=[C:17]([Cl:23])[CH:16]=1.[C:24](O)(=[O:27])[CH2:25][SH:26]. The catalyst is C(#N)C. The product is [Br:14][C:15]1[CH:22]=[CH:21][C:18]([CH:19]2[S:26][CH2:25][C:24](=[O:27])[NH:7][C:6]3[N:2]([CH3:1])[N:3]=[C:4]([C:8]4[CH:13]=[CH:12][CH:11]=[CH:10][N:9]=4)[C:5]2=3)=[C:17]([Cl:23])[CH:16]=1. The yield is 0.700. (4) The reactants are [CH3:1][O:2][C:3]1[CH:12]=[CH:11][CH:10]=[C:5]([C:6]([O:8]C)=[O:7])[C:4]=1[C:13]([O:15]C)=[O:14].[OH-].[K+].CO. The catalyst is O. The product is [CH3:1][O:2][C:3]1[CH:12]=[CH:11][CH:10]=[C:5]([C:6]([OH:8])=[O:7])[C:4]=1[C:13]([OH:15])=[O:14]. The yield is 0.840. (5) The reactants are [CH:1]1([CH2:4][N:5]2[C:10](=[O:11])[C:9]([CH2:12][NH:13][CH3:14])=[CH:8][C:7]([C:15]3[CH:20]=[CH:19][C:18]([O:21][CH3:22])=[C:17]([F:23])[CH:16]=3)=[N:6]2)[CH2:3][CH2:2]1.C1(CN2[C:33](=[O:34])C(COS(C)(=O)=O)=CC(C3C=CC(OC)=C(F)C=3)=N2)CC1.NCCO. No catalyst specified. The product is [CH:1]1([CH2:4][N:5]2[C:10](=[O:11])[C:9]([CH2:12][NH:13][CH2:14][CH2:33][OH:34])=[CH:8][C:7]([C:15]3[CH:20]=[CH:19][C:18]([O:21][CH3:22])=[C:17]([F:23])[CH:16]=3)=[N:6]2)[CH2:3][CH2:2]1. The yield is 0.721. (6) The reactants are COC1C=C(OC)C=CC=1C[NH:6][C:7]1[CH:16]=[N:15][C:14]2[C:9](=[CH:10][CH:11]=[C:12]([CH3:17])[CH:13]=2)[N:8]=1.[C:24]([OH:30])([C:26]([F:29])([F:28])[F:27])=[O:25]. The catalyst is C(Cl)Cl. The product is [F:27][C:26]([F:29])([F:28])[C:24]([OH:30])=[O:25].[CH3:17][C:12]1[CH:13]=[C:14]2[C:9](=[CH:10][CH:11]=1)[N:8]=[C:7]([NH2:6])[CH:16]=[N:15]2. The yield is 0.860. (7) The reactants are [CH2:1]([NH:3][CH2:4][C:5]1[S:9][C:8](B(O)O)=[CH:7][CH:6]=1)[CH3:2].Br[C:14]1[CH:15]=[C:16]2[C:20](=[C:21]([C:23]([NH2:25])=[O:24])[CH:22]=1)[NH:19][CH:18]=[C:17]2[CH:26]1[CH2:31][CH2:30][N:29]([S:32]([CH2:35][CH3:36])(=[O:34])=[O:33])[CH2:28][CH2:27]1.C(=O)([O-])[O-].[K+].[K+].O1CCOCC1. The catalyst is C1C=CC([P]([Pd]([P](C2C=CC=CC=2)(C2C=CC=CC=2)C2C=CC=CC=2)([P](C2C=CC=CC=2)(C2C=CC=CC=2)C2C=CC=CC=2)[P](C2C=CC=CC=2)(C2C=CC=CC=2)C2C=CC=CC=2)(C2C=CC=CC=2)C2C=CC=CC=2)=CC=1.O. The product is [CH2:1]([NH:3][CH2:4][C:5]1[S:9][C:8]([C:14]2[CH:15]=[C:16]3[C:20](=[C:21]([C:23]([NH2:25])=[O:24])[CH:22]=2)[NH:19][CH:18]=[C:17]3[CH:26]2[CH2:27][CH2:28][N:29]([S:32]([CH2:35][CH3:36])(=[O:33])=[O:34])[CH2:30][CH2:31]2)=[CH:7][CH:6]=1)[CH3:2]. The yield is 0.100.